Dataset: Full USPTO retrosynthesis dataset with 1.9M reactions from patents (1976-2016). Task: Predict the reactants needed to synthesize the given product. (1) Given the product [F:39][C:31]1[CH:30]=[C:29]([CH:34]=[C:33]([C:35]([F:36])([F:38])[F:37])[CH:32]=1)[O:28][C:27]1[CH:26]=[CH:25][C:5]([CH2:6][O:7][C:8]2[CH:9]=[C:10]3[NH:17][CH2:16][CH2:15][N:11]3[C:12](=[O:14])[N:13]=2)=[CH:4][C:3]=1[C:1]#[N:2], predict the reactants needed to synthesize it. The reactants are: [C:1]([C:3]1[CH:4]=[C:5]([CH:25]=[CH:26][C:27]=1[O:28][C:29]1[CH:34]=[C:33]([C:35]([F:38])([F:37])[F:36])[CH:32]=[C:31]([F:39])[CH:30]=1)[CH2:6][O:7][C:8]1[CH:9]=[C:10]2[N:17](C(OC(C)(C)C)=O)[CH2:16][CH2:15][N:11]2[C:12](=[O:14])[N:13]=1)#[N:2]. (2) The reactants are: [Br:1][C:2]1[CH:7]=[CH:6][C:5]([C:8]([CH3:14])([CH3:13])[C:9](OC)=[O:10])=[CH:4][CH:3]=1.[H-].[Al+3].[Li+].[H-].[H-].[H-].Cl.C(OCC)C. Given the product [Br:1][C:2]1[CH:3]=[CH:4][C:5]([C:8]([CH3:14])([CH3:13])[CH2:9][OH:10])=[CH:6][CH:7]=1, predict the reactants needed to synthesize it.